From a dataset of Catalyst prediction with 721,799 reactions and 888 catalyst types from USPTO. Predict which catalyst facilitates the given reaction. (1) Reactant: [Br:1][C:2]1[S:3][C:4](Br)=[CH:5][CH:6]=1.C([Sn](CCCC)(CCCC)[N:13]1[CH:17]=[CH:16][CH:15]=[N:14]1)CCC. Product: [Br:1][C:2]1[S:3][C:4]([N:13]2[CH:17]=[CH:16][CH:15]=[N:14]2)=[CH:5][CH:6]=1. The catalyst class is: 109. (2) Reactant: [F:1][CH:2]([F:20])[O:3][C:4]1[CH:5]=[C:6]2[C:10](=[CH:11][CH:12]=1)[N:9]([CH2:13][CH2:14][CH2:15][N:16]([CH3:18])[CH3:17])[N:8]=[C:7]2I.C([Mg]Cl)(C)C.[CH2:26]([Sn:30]([CH2:36][CH2:37][CH2:38][CH3:39])([CH2:32][CH2:33][CH2:34][CH3:35])Cl)[CH2:27][CH2:28][CH3:29]. Product: [F:1][CH:2]([F:20])[O:3][C:4]1[CH:5]=[C:6]2[C:10](=[CH:11][CH:12]=1)[N:9]([CH2:13][CH2:14][CH2:15][N:16]([CH3:18])[CH3:17])[N:8]=[C:7]2[Sn:30]([CH2:32][CH2:33][CH2:34][CH3:35])([CH2:36][CH2:37][CH2:38][CH3:39])[CH2:26][CH2:27][CH2:28][CH3:29]. The catalyst class is: 1. (3) Product: [N:35]1([CH2:34][C:3]2[CH:4]=[CH:5][C:6]([NH:9][C:10]3[N:11]=[C:12]4[C:13]([NH:21][C:62](=[O:63])[N:24]4[C:25]4[CH:30]=[CH:29][CH:28]=[CH:27][C:26]=4[O:31][CH3:32])=[C:14]([C:16]([NH2:69])=[O:17])[N:15]=3)=[CH:7][CH:8]=2)[CH:54]=[CH:49][N:48]=[CH:36]1. The catalyst class is: 9. Reactant: OC[C:3]1[CH:8]=[CH:7][C:6]([NH:9][C:10]2[N:15]=[C:14]([C:16](OCC)=[O:17])[C:13]([N+:21]([O-])=O)=[C:12]([NH:24][C:25]3[CH:30]=[CH:29][CH:28]=[CH:27][C:26]=3[O:31][CH3:32])[N:11]=2)=[CH:5][CH:4]=1.Cl[C:34]1N=C(C(OCC)=O)C([N+]([O-])=O)=[C:36]([NH:48][C:49]2[CH:54]=CC=CC=2OC)[N:35]=1.NC1C=CC([CH2:62][OH:63])=CC=1.C([N:69](C(C)C)CC)(C)C. (4) Reactant: [CH3:1][O:2][C:3](=[O:27])[CH2:4][O:5][C:6]1[CH:15]=[CH:14][C:13]([F:16])=[C:12]2[C:7]=1[C:8](=[O:26])[C:9]([CH2:18][C:19]1[CH:24]=[CH:23][C:22]([Cl:25])=[CH:21][CH:20]=1)=[C:10]([CH3:17])[NH:11]2.CN(C)C=O.C(=O)([O-])[O-].[K+].[K+].Cl[C:40](OC(=O)C)([F:42])[F:41]. Product: [CH3:1][O:2][C:3](=[O:27])[CH2:4][O:5][C:6]1[CH:15]=[CH:14][C:13]([F:16])=[C:12]2[C:7]=1[C:8]([O:26][CH:40]([F:42])[F:41])=[C:9]([CH2:18][C:19]1[CH:20]=[CH:21][C:22]([Cl:25])=[CH:23][CH:24]=1)[C:10]([CH3:17])=[N:11]2. The catalyst class is: 6.